This data is from Catalyst prediction with 721,799 reactions and 888 catalyst types from USPTO. The task is: Predict which catalyst facilitates the given reaction. (1) Reactant: [Cl:1][CH2:2][C:3]([C:5]1[CH:6]=[C:7]([C:10]#[N:11])[S:8][CH:9]=1)=O.[OH:12][CH2:13][C:14]([NH:17][C:18]([NH2:20])=[S:19])([CH3:16])[CH3:15]. Product: [ClH:1].[OH:12][CH2:13][C:14]([NH:17][C:18]1[S:19][CH:2]=[C:3]([C:5]2[CH:6]=[C:7]([C:10]#[N:11])[S:8][CH:9]=2)[N:20]=1)([CH3:16])[CH3:15]. The catalyst class is: 8. (2) Reactant: [CH3:1][CH:2]([C:4]1[CH:5]=[C:6]([C:10]2[N:15]3[N:16]=[C:17]([NH2:19])[N:18]=[C:14]3[CH:13]=[CH:12][CH:11]=2)[CH:7]=[CH:8][CH:9]=1)[CH3:3].Cl[C:21]([O:23][CH3:24])=[O:22]. Product: [CH3:24][O:23][C:21](=[O:22])[NH:19][C:17]1[N:18]=[C:14]2[CH:13]=[CH:12][CH:11]=[C:10]([C:6]3[CH:7]=[CH:8][CH:9]=[C:4]([CH:2]([CH3:1])[CH3:3])[CH:5]=3)[N:15]2[N:16]=1. The catalyst class is: 17. (3) Reactant: [H-].[Na+].[CH3:3][C:4]1([CH3:16])[C:8]([CH3:10])([CH3:9])[O:7][B:6]([C:11]2[CH:12]=[N:13][NH:14][CH:15]=2)[O:5]1.[F:17][CH:18]([F:21])[CH2:19]I. Product: [F:17][CH:18]([F:21])[CH2:19][N:14]1[CH:15]=[C:11]([B:6]2[O:7][C:8]([CH3:9])([CH3:10])[C:4]([CH3:16])([CH3:3])[O:5]2)[CH:12]=[N:13]1. The catalyst class is: 163. (4) Reactant: Br[C:2]1[CH:3]=[C:4]2[C:10]([C@@H:11]([C:13]3[C:18]([O:19][CH3:20])=[CH:17][CH:16]=[C:15]([F:21])[C:14]=3[Cl:22])[CH3:12])=[CH:9][NH:8][C:5]2=[N:6][CH:7]=1.[Si]([O:30][C@@H:31]1[CH2:36][CH2:35][C@H:34]([N:37]2[C:41]([CH3:42])=[C:40](B3OC(C)(C)C(C)(C)O3)[CH:39]=[N:38]2)[CH2:33][CH2:32]1)(C(C)(C)C)(C)C.C([O-])([O-])=O.[K+].[K+].O.Cl. Product: [Cl:22][C:14]1[C:15]([F:21])=[CH:16][CH:17]=[C:18]([O:19][CH3:20])[C:13]=1[C@H:11]([C:10]1[C:4]2[C:5](=[N:6][CH:7]=[C:2]([C:40]3[CH:39]=[N:38][N:37]([C@@H:34]4[CH2:35][CH2:36][C@H:31]([OH:30])[CH2:32][CH2:33]4)[C:41]=3[CH3:42])[CH:3]=2)[NH:8][CH:9]=1)[CH3:12]. The catalyst class is: 203. (5) Reactant: [Cl:1][C:2]1[CH:3]=[C:4]([CH:19]=[CH:20][C:21]=1[C:22](O)=[O:23])[C:5]([NH:7][CH2:8][C:9]1[NH:13][C:12]2[CH:14]=[CH:15][C:16]([Cl:18])=[CH:17][C:11]=2[N:10]=1)=[O:6].[CH2:25]([NH:29][CH3:30])[CH:26]([CH3:28])[CH3:27].CN(C(ON1N=NC2C=CC=CC1=2)=[N+](C)C)C.[B-](F)(F)(F)F.C(N(CC)CC)C. Product: [Cl:1][C:2]1[CH:3]=[C:4]([CH:19]=[CH:20][C:21]=1[C:22]([N:29]([CH2:25][CH:26]([CH3:28])[CH3:27])[CH3:30])=[O:23])[C:5]([NH:7][CH2:8][C:9]1[NH:13][C:12]2[CH:14]=[CH:15][C:16]([Cl:18])=[CH:17][C:11]=2[N:10]=1)=[O:6]. The catalyst class is: 16. (6) Reactant: [OH:1][C:2]1[N:13]=[CH:12][CH:11]=[CH:10][C:3]=1[C:4]([O:6][CH:7]([CH3:9])[CH3:8])=[O:5].C1(P(C2C=CC=CC=2)C2C=CC=CC=2)C=CC=CC=1.O[CH2:34][C@@H:35]1[CH2:39][CH2:38][CH2:37][N:36]1[C:40]([O:42][C:43]([CH3:46])([CH3:45])[CH3:44])=[O:41].CC(OC(/N=N/C(OC(C)C)=O)=O)C. Product: [CH3:8][CH:7]([O:6][C:4]([C:3]1[C:2]([O:1][CH2:34][C@@H:35]2[CH2:39][CH2:38][CH2:37][N:36]2[C:40]([O:42][C:43]([CH3:44])([CH3:46])[CH3:45])=[O:41])=[N:13][CH:12]=[CH:11][CH:10]=1)=[O:5])[CH3:9]. The catalyst class is: 1.